Dataset: Catalyst prediction with 721,799 reactions and 888 catalyst types from USPTO. Task: Predict which catalyst facilitates the given reaction. (1) Reactant: S(Cl)(Cl)=O.[Br:5][C:6]1[CH:11]=[CH:10][C:9]([CH2:12][CH2:13][C:14]([OH:16])=O)=[CH:8][CH:7]=1.[Cl-].[Al+3].[Cl-].[Cl-]. Product: [Br:5][C:6]1[CH:7]=[C:8]2[C:9]([CH2:12][CH2:13][C:14]2=[O:16])=[CH:10][CH:11]=1. The catalyst class is: 4. (2) The catalyst class is: 6. Reactant: [Cl:1][C:2]1[CH:9]=[C:8]([Cl:10])[CH:7]=[C:4]([CH:5]=O)[C:3]=1[OH:11].[C:12](OC(=O)C)(=[O:14])[CH3:13].C(N(CC)CC)C. Product: [Cl:10][C:8]1[CH:7]=[C:4]2[C:3](=[C:2]([Cl:1])[CH:9]=1)[O:11][C:12](=[O:14])[CH:13]=[CH:5]2. (3) Product: [CH:1]1([C:7]2([CH3:15])[N:11]([CH3:12])[C:10](=[O:13])[N:9]([CH2:20][C:21](=[O:22])[C:23]3[CH:24]=[N:25][CH:26]=[CH:27][CH:28]=3)[C:8]2=[O:14])[CH2:6][CH2:5][CH2:4][CH:3]=[CH:2]1. Reactant: [CH:1]1([C:7]2([CH3:15])[N:11]([CH3:12])[C:10](=[O:13])[NH:9][C:8]2=[O:14])[CH2:6][CH2:5][CH2:4][CH:3]=[CH:2]1.[H-].[Na+].Br.Br[CH2:20][C:21]([C:23]1[CH:24]=[N:25][CH:26]=[CH:27][CH:28]=1)=[O:22]. The catalyst class is: 3. (4) Reactant: CC1C=CC(S(O[CH2:12][CH:13]2[O:18][C:17]3[CH:19]=[C:20]([S:23]([CH3:26])(=[O:25])=[O:24])[CH:21]=[CH:22][C:16]=3[O:15][CH2:14]2)(=O)=O)=CC=1.[CH2:27]([NH2:29])[CH3:28]. Product: [CH3:26][S:23]([C:20]1[CH:21]=[CH:22][C:16]2[O:15][CH2:14][CH:13]([CH2:12][NH:29][CH2:27][CH3:28])[O:18][C:17]=2[CH:19]=1)(=[O:24])=[O:25]. The catalyst class is: 10.